Dataset: Full USPTO retrosynthesis dataset with 1.9M reactions from patents (1976-2016). Task: Predict the reactants needed to synthesize the given product. Given the product [C:1]1([N:7]2[C:11]([O:12][C:13]3[CH:18]=[CH:17][CH:16]=[CH:15][C:14]=3[NH:19][C:30]([NH:29][C:26]3[CH:27]=[CH:28][C:23]([O:22][C:21]([F:20])([F:32])[F:33])=[CH:24][CH:25]=3)=[O:31])=[CH:10][CH:9]=[N:8]2)[CH:2]=[CH:3][CH:4]=[CH:5][CH:6]=1, predict the reactants needed to synthesize it. The reactants are: [C:1]1([N:7]2[C:11]([O:12][C:13]3[CH:18]=[CH:17][CH:16]=[CH:15][C:14]=3[NH2:19])=[CH:10][CH:9]=[N:8]2)[CH:6]=[CH:5][CH:4]=[CH:3][CH:2]=1.[F:20][C:21]([F:33])([F:32])[O:22][C:23]1[CH:28]=[CH:27][C:26]([N:29]=[C:30]=[O:31])=[CH:25][CH:24]=1.C(N(CC)CC)C.